From a dataset of Full USPTO retrosynthesis dataset with 1.9M reactions from patents (1976-2016). Predict the reactants needed to synthesize the given product. (1) Given the product [C:8]1([C:33]2[CH:32]=[CH:14][CH:13]=[CH:12][CH:11]=2)[CH:9]=[CH:10][C:19](/[C:18](/[CH3:27])=[CH:17]/[CH2:16][O:15][C:12]2[CH:11]=[CH:10][C:9]([CH2:8][C@H:7]([O:28][CH2:29][CH3:30])[C:6]([OH:5])=[O:31])=[CH:14][CH:13]=2)=[CH:6][CH:7]=1, predict the reactants needed to synthesize it. The reactants are: [OH-].[Na+].C([O:5][C:6](=[O:31])[C@@H:7]([O:28][CH2:29][CH3:30])[CH2:8][C:9]1[CH:14]=[CH:13][C:12]([O:15][CH2:16]/[CH:17]=[C:18](/[CH3:27])\[C:19]#CC2C=CC=CC=2)=[CH:11][CH:10]=1)C.[CH2:32](O)[CH3:33]. (2) The reactants are: Br[C:2]1[CH:3]=[C:4]([N+:9]([O-:11])=[O:10])[C:5]([CH3:8])=[N:6][CH:7]=1.[CH2:12]([NH:15][C:16](=[O:22])[O:17][C:18]([CH3:21])([CH3:20])[CH3:19])[C:13]#[CH:14]. Given the product [CH3:8][C:5]1[N:6]=[CH:7][C:2]([C:14]#[C:13][CH2:12][NH:15][C:16](=[O:22])[O:17][C:18]([CH3:20])([CH3:19])[CH3:21])=[CH:3][C:4]=1[N+:9]([O-:11])=[O:10], predict the reactants needed to synthesize it. (3) Given the product [CH:25]1([O:24][C:18]2[C:19]([CH3:23])=[CH:20][CH:21]=[CH:22][C:17]=2[C:16]([NH:15][C:6]2([C:4]([OH:5])=[O:3])[CH2:7][C:8]3[C:13](=[CH:12][CH:11]=[CH:10][CH:9]=3)[CH2:14]2)=[O:29])[CH2:28][CH2:27][CH2:26]1, predict the reactants needed to synthesize it. The reactants are: C([O:3][C:4]([C:6]1([NH:15][C:16](=[O:29])[C:17]2[CH:22]=[CH:21][CH:20]=[C:19]([CH3:23])[C:18]=2[O:24][CH:25]2[CH2:28][CH2:27][CH2:26]2)[CH2:14][C:13]2[C:8](=[CH:9][CH:10]=[CH:11][CH:12]=2)[CH2:7]1)=[O:5])C.O1CCOCC1.CO.[Li+].[OH-]. (4) Given the product [CH2:1]([O:8][C:9]1[C:10]([C:41]([OH:43])=[O:42])=[N:11][C:12]([C:15]2[C:16]([N:35]([CH3:40])[S:36]([CH3:39])(=[O:37])=[O:38])=[CH:17][C:18]3[O:22][C:21]([C:23]4[CH:24]=[CH:25][C:26]([F:29])=[CH:27][CH:28]=4)=[C:20]([C:30](=[O:33])[NH:31][CH3:32])[C:19]=3[CH:34]=2)=[CH:13][CH:14]=1)[C:2]1[CH:3]=[CH:4][CH:5]=[CH:6][CH:7]=1, predict the reactants needed to synthesize it. The reactants are: [CH2:1]([O:8][C:9]1[C:10]([C:41]([O:43]C)=[O:42])=[N:11][C:12]([C:15]2[C:16]([N:35]([CH3:40])[S:36]([CH3:39])(=[O:38])=[O:37])=[CH:17][C:18]3[O:22][C:21]([C:23]4[CH:28]=[CH:27][C:26]([F:29])=[CH:25][CH:24]=4)=[C:20]([C:30](=[O:33])[NH:31][CH3:32])[C:19]=3[CH:34]=2)=[CH:13][CH:14]=1)[C:2]1[CH:7]=[CH:6][CH:5]=[CH:4][CH:3]=1.[OH-].[Na+].Cl.